This data is from Full USPTO retrosynthesis dataset with 1.9M reactions from patents (1976-2016). The task is: Predict the reactants needed to synthesize the given product. (1) Given the product [Cl:33][CH2:34][C:35]([N:8]1[CH2:9][CH:10]=[C:11]([C:14]2[CH:15]=[CH:16][C:17]([C:20]3[N:21]=[CH:22][CH:23]=[CH:24][N:25]=3)=[CH:18][CH:19]=2)[CH2:12][CH2:13]1)=[O:36], predict the reactants needed to synthesize it. The reactants are: FC(F)(F)C(O)=O.[NH:8]1[CH2:13][CH:12]=[C:11]([C:14]2[CH:19]=[CH:18][C:17]([C:20]3[N:25]=[CH:24][CH:23]=[CH:22][N:21]=3)=[CH:16][CH:15]=2)[CH2:10][CH2:9]1.C(N(CC)CC)C.[Cl:33][CH2:34][C:35](Cl)=[O:36]. (2) Given the product [Cl:1][C:2]1[CH:7]=[CH:6][C:5]([C:8]2[CH:13]=[CH:12][C:11]([C:14](=[N:23][OH:24])[CH2:15][CH2:16][C:17]([OH:19])=[O:18])=[CH:10][CH:9]=2)=[C:4]([F:21])[CH:3]=1, predict the reactants needed to synthesize it. The reactants are: [Cl:1][C:2]1[CH:7]=[CH:6][C:5]([C:8]2[CH:13]=[CH:12][C:11]([C:14](=O)[CH2:15][CH2:16][C:17]([OH:19])=[O:18])=[CH:10][CH:9]=2)=[C:4]([F:21])[CH:3]=1.Cl.[NH2:23][OH:24].C(=O)([O-])[O-].[Na+].[Na+]. (3) Given the product [Br:12][C:3]1[C:4]2[S:9][C:8]([C:25](=[O:24])[CH2:26][CH2:27][CH2:28][CH2:40][CH2:39][CH2:38][CH2:37][CH2:36][CH2:35][CH2:34][CH2:33][CH2:32][CH2:31][CH2:30][CH2:29][CH2:14][CH2:15][CH2:16][CH2:17][CH2:18][CH3:13])=[C:7]([Br:11])[C:5]=2[S:6][C:2]=1[C:29](=[O:51])[CH2:30][CH2:31][CH2:32][CH2:33][CH2:34][CH2:35][CH2:36][CH2:37][CH2:38][CH2:39][CH2:40][CH2:41][CH2:42][CH2:43][CH2:44][CH2:45][CH2:46][CH2:47][CH2:48][CH2:49][CH3:50], predict the reactants needed to synthesize it. The reactants are: Br[C:2]1[S:6][C:5]2[C:7]([Br:11])=[C:8](Br)[S:9][C:4]=2[C:3]=1[Br:12].[C:13]1([Li])[CH:18]=[CH:17][CH:16]=[CH:15][CH:14]=1.C([O:24][CH2:25][CH2:26][CH2:27][CH3:28])CCC.[C:29](Cl)(=[O:51])[CH2:30][CH2:31][CH2:32][CH2:33][CH2:34][CH2:35][CH2:36][CH2:37][CH2:38][CH2:39][CH2:40][CH2:41][CH2:42][CH2:43][CH2:44][CH2:45][CH2:46][CH2:47][CH2:48][CH2:49][CH3:50]. (4) Given the product [OH:10][CH2:9][CH2:8][CH2:7][C@H:6]1[C@H:2]([NH:1][S:27]([C:24]2[CH:23]=[CH:22][C:21]([N+:18]([O-:20])=[O:19])=[CH:26][CH:25]=2)(=[O:28])=[O:29])[CH2:3][N:4]([C:11]([O:13][C:14]([CH3:17])([CH3:16])[CH3:15])=[O:12])[CH2:5]1, predict the reactants needed to synthesize it. The reactants are: [NH2:1][C@H:2]1[C@H:6]([CH2:7][CH2:8][CH2:9][OH:10])[CH2:5][N:4]([C:11]([O:13][C:14]([CH3:17])([CH3:16])[CH3:15])=[O:12])[CH2:3]1.[N+:18]([C:21]1[CH:26]=[CH:25][C:24]([S:27](Cl)(=[O:29])=[O:28])=[CH:23][CH:22]=1)([O-:20])=[O:19].C([O-])([O-])=O.[Na+].[Na+]. (5) Given the product [C:3]1([C:20]2[N:21]=[C:17]([S:23][Cl:25])[S:18][CH:19]=2)[CH:4]=[CH:5][CH:6]=[CH:7][CH:8]=1, predict the reactants needed to synthesize it. The reactants are: CO[C:3]1[CH:8]=[CH:7][C:6](SCl)=[CH:5][CH:4]=1.C1([C:17]2[S:18][CH:19]=[C:20](S)[N:21]=2)C=CC=CC=1.[S:23](Cl)([Cl:25])=O.ClN1C(=O)CCC1=O. (6) Given the product [CH3:6][O:5][CH:4]([O:7][CH3:8])[C:2](=[O:3])[CH2:1][C:11]([O:23][CH2:24][CH3:25])=[O:22], predict the reactants needed to synthesize it. The reactants are: [CH3:1][C:2]([CH:4]([O:7][CH3:8])[O:5][CH3:6])=[O:3].[H-].[Na+].[C:11]([OH:23])(=[O:22])CC(CC(O)=O)(C(O)=O)O.[C:24]1(C)C=CC=C[CH:25]=1. (7) Given the product [CH2:1]([O:8][C:9]1[C:13]([C:14]([O:16][CH3:17])=[O:15])=[N:12][NH:11][C:10]=1[C:18]([N:29]([CH2:28][CH:27]([OH:31])[C:22]1[CH:23]=[CH:24][CH:25]=[CH:26][N:21]=1)[CH3:30])=[O:20])[C:2]1[CH:3]=[CH:4][CH:5]=[CH:6][CH:7]=1, predict the reactants needed to synthesize it. The reactants are: [CH2:1]([O:8][C:9]1[C:10]([C:18]([OH:20])=O)=[N:11][NH:12][C:13]=1[C:14]([O:16][CH3:17])=[O:15])[C:2]1[CH:7]=[CH:6][CH:5]=[CH:4][CH:3]=1.[N:21]1[CH:26]=[CH:25][CH:24]=[CH:23][C:22]=1[CH:27]([OH:31])[CH2:28][NH:29][CH3:30].N1C=CC=C(C(O)CNC)C=1. (8) Given the product [Cl:31][C:26]1[C:25]([CH3:32])=[N:24][C:23]2[N:28]([N:29]=[C:21]3[CH2:20][N:19]([C:17]([C:12]4[CH:13]=[CH:14][CH:15]=[CH:16][C:11]=4[O:10][C:7]([F:8])([F:9])[CH2:6][OH:5])=[O:18])[CH2:33][C:22]3=2)[C:27]=1[CH3:30], predict the reactants needed to synthesize it. The reactants are: [BH4-].[Li+].C([O:5][C:6](=O)[C:7]([O:10][C:11]1[CH:16]=[CH:15][CH:14]=[CH:13][C:12]=1[C:17]([N:19]1[CH2:33][C:22]2=[C:23]3[N:28]([N:29]=[C:21]2[CH2:20]1)[C:27]([CH3:30])=[C:26]([Cl:31])[C:25]([CH3:32])=[N:24]3)=[O:18])([F:9])[F:8])C. (9) Given the product [C:1]([C:5]1[CH:33]=[CH:32][C:8]([CH2:9][O:10][C:11]2[CH:16]=[CH:15][C:14]([C:17]3[CH:22]=[CH:21][C:20]([O:23][C:24]([F:25])([F:26])[F:27])=[CH:19][CH:18]=3)=[CH:13][C:12]=2[CH2:28][CH2:29][C:30]2[NH:36][N:35]=[N:34][N:31]=2)=[CH:7][CH:6]=1)([CH3:4])([CH3:2])[CH3:3], predict the reactants needed to synthesize it. The reactants are: [C:1]([C:5]1[CH:33]=[CH:32][C:8]([CH2:9][O:10][C:11]2[CH:16]=[CH:15][C:14]([C:17]3[CH:22]=[CH:21][C:20]([O:23][C:24]([F:27])([F:26])[F:25])=[CH:19][CH:18]=3)=[CH:13][C:12]=2[CH2:28][CH2:29][C:30]#[N:31])=[CH:7][CH:6]=1)([CH3:4])([CH3:3])[CH3:2].[N-:34]=[N+:35]=[N-:36].[Na+].Cl.C(N(CC)CC)C.CN1CCCC1=O.